From a dataset of Full USPTO retrosynthesis dataset with 1.9M reactions from patents (1976-2016). Predict the reactants needed to synthesize the given product. (1) Given the product [CH2:21]([C:2]1[N:11]=[C:10]([NH:12][C:13]2[NH:14][N:15]=[C:16]([CH:18]3[CH2:20][CH2:19]3)[CH:17]=2)[C:9]2[C:4](=[CH:5][CH:6]=[CH:7][CH:8]=2)[N:3]=1)[C:22]1[CH:27]=[CH:26][CH:25]=[CH:24][CH:23]=1, predict the reactants needed to synthesize it. The reactants are: Cl[C:2]1[N:11]=[C:10]([NH:12][C:13]2[NH:14][N:15]=[C:16]([CH:18]3[CH2:20][CH2:19]3)[CH:17]=2)[C:9]2[C:4](=[CH:5][CH:6]=[CH:7][CH:8]=2)[N:3]=1.[CH2:21]([Mg]Cl)[C:22]1[CH:27]=[CH:26][CH:25]=[CH:24][CH:23]=1. (2) Given the product [F:27][C:2]1([F:1])[CH2:4][CH:3]1[CH2:5][N:6]1[C:10]2[CH:11]=[CH:12][C:13]([C:29]3[N:34]=[C:33]([CH2:35][OH:36])[CH:32]=[CH:31][CH:30]=3)=[CH:14][C:9]=2[N:8]([CH3:24])[S:7]1(=[O:25])=[O:26], predict the reactants needed to synthesize it. The reactants are: [F:1][C:2]1([F:27])[CH2:4][CH:3]1[CH2:5][N:6]1[C:10]2[CH:11]=[CH:12][C:13](B3OC(C)(C)C(C)(C)O3)=[CH:14][C:9]=2[N:8]([CH3:24])[S:7]1(=[O:26])=[O:25].Br[C:29]1[N:34]=[C:33]([CH2:35][OH:36])[CH:32]=[CH:31][CH:30]=1.C(=O)([O-])[O-].[Cs+].[Cs+]. (3) Given the product [C:28]([NH3+:32])([CH3:31])([CH3:30])[CH3:29].[C:13]([C@@H:6]([CH2:7][C@H:8]([CH3:12])[CH2:9][CH2:10][CH3:11])[CH2:5][C:4]([O-:15])=[O:3])#[N:14], predict the reactants needed to synthesize it. The reactants are: C([O:3][C:4](=[O:15])[CH2:5][CH:6]([C:13]#[N:14])[CH2:7][C@H:8]([CH3:12])[CH2:9][CH2:10][CH3:11])C.C([O-])(=O)C.[Ca+2].C([O-])(=O)C.[OH-].[Na+].Cl.[C:28]([NH2:32])([CH3:31])([CH3:30])[CH3:29]. (4) The reactants are: Cl.[CH:2]1([C:5]2[N:6]=[CH:7][C:8]([O:11][C@@H:12]3[CH2:22][N:15]4[C:16](=[O:21])[CH2:17][CH2:18][NH:19][CH2:20][C@H:14]4[CH2:13]3)=[N:9][CH:10]=2)[CH2:4][CH2:3]1.Cl[C:24]1[CH:29]=[CH:28][C:27]([C:30]([F:33])([F:32])[F:31])=[CH:26][N:25]=1.C(=O)([O-])[O-].[Na+].[Na+]. Given the product [CH:2]1([C:5]2[N:6]=[CH:7][C:8]([O:11][C@@H:12]3[CH2:22][N:15]4[C:16](=[O:21])[CH2:17][CH2:18][N:19]([C:24]5[CH:29]=[CH:28][C:27]([C:30]([F:33])([F:32])[F:31])=[CH:26][N:25]=5)[CH2:20][C@H:14]4[CH2:13]3)=[N:9][CH:10]=2)[CH2:4][CH2:3]1, predict the reactants needed to synthesize it. (5) Given the product [Cl:42][C:43]1[CH:44]=[C:45]([C:2]2[CH:3]=[CH:4][C:5]([NH:10][C:11]3[CH:16]=[CH:15][CH:14]=[C:13]([CH2:17][O:18][Si:19]([CH:20]([CH3:21])[CH3:22])([CH:26]([CH3:28])[CH3:27])[CH:23]([CH3:25])[CH3:24])[CH:12]=3)=[C:6]([C:7]#[N:8])[CH:9]=2)[CH:46]=[CH:47][C:48]=1[Cl:49], predict the reactants needed to synthesize it. The reactants are: Br[C:2]1[CH:3]=[CH:4][C:5]([NH:10][C:11]2[CH:16]=[CH:15][CH:14]=[C:13]([CH2:17][O:18][Si:19]([CH:26]([CH3:28])[CH3:27])([CH:23]([CH3:25])[CH3:24])[CH:20]([CH3:22])[CH3:21])[CH:12]=2)=[C:6]([CH:9]=1)[C:7]#[N:8].C1(C)C=CC=CC=1.C(=O)([O-])[O-].[Na+].[Na+].[Cl:42][C:43]1[CH:44]=[C:45](B(O)O)[CH:46]=[CH:47][C:48]=1[Cl:49].